This data is from Full USPTO retrosynthesis dataset with 1.9M reactions from patents (1976-2016). The task is: Predict the reactants needed to synthesize the given product. (1) Given the product [Cl:17][C:18]1[CH:19]=[C:20]([Cl:37])[C:21]2[O:26][C@H:25]([CH:27]([CH3:29])[CH3:28])[C:24](=[O:30])[N:23]([CH2:31][CH2:32][C:33]([OH:35])=[O:34])[C:22]=2[CH:36]=1, predict the reactants needed to synthesize it. The reactants are: C(OCC)(=O)C.Cl.C1([C@H](N)C)C=CC=CC=1.[Cl:17][C:18]1[CH:19]=[C:20]([Cl:37])[C:21]2[O:26][C@H:25]([CH:27]([CH3:29])[CH3:28])[C:24](=[O:30])[N:23]([CH2:31][CH2:32][C:33]([OH:35])=[O:34])[C:22]=2[CH:36]=1. (2) Given the product [O:2]=[CH:3][CH2:4][N:5]([CH2:11][CH:12]=[CH2:13])[C:6](=[O:10])[O:7][CH2:8][CH3:9], predict the reactants needed to synthesize it. The reactants are: C[O:2][CH:3](OC)[CH2:4][N:5]([CH2:11][CH:12]=[CH2:13])[C:6](=[O:10])[O:7][CH2:8][CH3:9]. (3) Given the product [F:36][C:2]1([F:1])[CH2:5][CH:4]([C:6]2[O:10][N:9]=[C:8]([C:11]3[CH:12]=[CH:13][C:14]([CH3:35])=[C:15]([NH:17][C:18]([C:20]4[N:24]5[CH:25]=[CH:26][C:27]([CH:29]6[CH2:34][CH2:33][N:32]([S:45]([CH3:44])(=[O:47])=[O:46])[CH2:31][CH2:30]6)=[CH:28][C:23]5=[N:22][CH:21]=4)=[O:19])[CH:16]=3)[N:7]=2)[CH2:3]1, predict the reactants needed to synthesize it. The reactants are: [F:1][C:2]1([F:36])[CH2:5][CH:4]([C:6]2[O:10][N:9]=[C:8]([C:11]3[CH:12]=[CH:13][C:14]([CH3:35])=[C:15]([NH:17][C:18]([C:20]4[N:24]5[CH:25]=[CH:26][C:27]([CH:29]6[CH2:34][CH2:33][NH:32][CH2:31][CH2:30]6)=[CH:28][C:23]5=[N:22][CH:21]=4)=[O:19])[CH:16]=3)[N:7]=2)[CH2:3]1.CCN(CC)CC.[CH3:44][S:45](Cl)(=[O:47])=[O:46]. (4) Given the product [F:1][C:2]1[CH:29]=[CH:28][C:5]([CH2:6][N:7]2[C:12](=[O:13])[C:11]3[C:14]([O:23][CH3:24])=[C:15]4[C:20](=[O:21])[N:19]([CH3:22])[CH2:18][CH2:17][N:16]4[C:10]=3[C:9]([CH:25]([Cl:32])[CH3:26])=[N:8]2)=[CH:4][CH:3]=1, predict the reactants needed to synthesize it. The reactants are: [F:1][C:2]1[CH:29]=[CH:28][C:5]([CH2:6][N:7]2[C:12](=[O:13])[C:11]3[C:14]([O:23][CH3:24])=[C:15]4[C:20](=[O:21])[N:19]([CH3:22])[CH2:18][CH2:17][N:16]4[C:10]=3[C:9]([CH:25](O)[CH3:26])=[N:8]2)=[CH:4][CH:3]=1.S(Cl)([Cl:32])=O. (5) Given the product [Cl:1][C:2]1[CH:3]=[C:4]([NH:10][C:11](=[O:12])[CH2:13][CH:14]([CH3:19])[CH2:15][C:16]([NH:47][C:48]2[CH:49]=[C:50]3[C:55](=[CH:56][CH:57]=2)[N:54]([CH2:58][C:59]#[N:60])[C:53](=[O:61])[N:52]([CH2:62][CH3:63])[C:51]3=[O:64])=[O:18])[CH:5]=[CH:6][C:7]=1[C:8]#[N:9], predict the reactants needed to synthesize it. The reactants are: [Cl:1][C:2]1[CH:3]=[C:4]([NH:10][C:11]([CH2:13][CH:14]([CH3:19])[CH2:15][C:16]([OH:18])=O)=[O:12])[CH:5]=[CH:6][C:7]=1[C:8]#[N:9].CCN(C(C)C)C(C)C.C(P1(=O)OP(CCC)(=O)OP(CCC)(=O)O1)CC.[NH2:47][C:48]1[CH:49]=[C:50]2[C:55](=[CH:56][CH:57]=1)[N:54]([CH2:58][C:59]#[N:60])[C:53](=[O:61])[N:52]([CH2:62][CH3:63])[C:51]2=[O:64]. (6) Given the product [C:21]([O:25][C:26]([N:28]1[C:37]2[C:32](=[CH:33][C:34]([C:38]3[CH:43]=[CH:42][CH:41]=[CH:40][C:39]=3[O:44][CH3:45])=[CH:35][CH:36]=2)[C:31]([CH:46]([O:6][CH2:5][CH2:4][C:3]2[CH:7]=[CH:8][CH:9]=[CH:10][C:2]=2[Br:1])[CH3:47])=[CH:30][C:29]1([CH3:53])[CH3:54])=[O:27])([CH3:24])([CH3:23])[CH3:22], predict the reactants needed to synthesize it. The reactants are: [Br:1][C:2]1[CH:10]=[CH:9][CH:8]=[CH:7][C:3]=1[CH2:4][CH2:5][OH:6].C[Si]([N-][Si](C)(C)C)(C)C.[Na+].[C:21]([O:25][C:26]([N:28]1[C:37]2[C:32](=[CH:33][C:34]([C:38]3[CH:43]=[CH:42][CH:41]=[CH:40][C:39]=3[O:44][CH3:45])=[CH:35][CH:36]=2)[C:31]([CH:46](OS(C)(=O)=O)[CH3:47])=[CH:30][C:29]1([CH3:54])[CH3:53])=[O:27])([CH3:24])([CH3:23])[CH3:22]. (7) Given the product [F:14][C:5]1[CH:4]=[CH:3][C:2]([B:15]([OH:20])[OH:16])=[CH:7][C:6]=1[C:8]1[CH:13]=[CH:12][N:11]=[N:10][CH:9]=1, predict the reactants needed to synthesize it. The reactants are: Br[C:2]1[CH:3]=[CH:4][C:5]([F:14])=[C:6]([C:8]2[CH:13]=[CH:12][N:11]=[N:10][CH:9]=2)[CH:7]=1.[B:15]1(B2OCC(C)(C)CO2)[O:20]CC(C)(C)C[O:16]1. (8) Given the product [F:1][C:2]1[CH:3]=[C:4]([N+:9]([O-:11])=[O:10])[C:5]([OH:8])=[N:6][CH:7]=1, predict the reactants needed to synthesize it. The reactants are: [F:1][C:2]1[CH:3]=[CH:4][C:5]([OH:8])=[N:6][CH:7]=1.[N+:9]([O-])([OH:11])=[O:10].C(=O)([O-])[O-].[Na+].[Na+]. (9) Given the product [Br:14][CH2:11][C:3]1[C:4]([CH:8]([F:10])[F:9])=[N:5][N:6]([CH3:7])[C:2]=1[Cl:1], predict the reactants needed to synthesize it. The reactants are: [Cl:1][C:2]1[N:6]([CH3:7])[N:5]=[C:4]([CH:8]([F:10])[F:9])[C:3]=1[CH2:11]O.P(Br)(Br)[Br:14].